This data is from Reaction yield outcomes from USPTO patents with 853,638 reactions. The task is: Predict the reaction yield, written as a fraction of the theoretical maximum amount of product (1.0 means a 100% yield; for example, 0.34 means a 34% yield). (1) The reactants are I([O-])(=O)(=O)=O.[Na+].C([O-])(=O)C.[NH4+].[Cl:12][C:13]1[CH:14]=[C:15]([CH2:28][C:29]([O:31][CH3:32])=[O:30])[CH:16]=[CH:17][C:18]=1[B:19]1[O:23]C(C)(C)C(C)(C)[O:20]1. The catalyst is CC(C)=O.O. The product is [Cl:12][C:13]1[CH:14]=[C:15]([CH2:28][C:29]([O:31][CH3:32])=[O:30])[CH:16]=[CH:17][C:18]=1[B:19]([OH:20])[OH:23]. The yield is 0.940. (2) The reactants are [NH2:1][C:2]1[CH:3]=[C:4]([CH:7]=[CH:8][N:9]=1)[C:5]#[N:6].CCN(CC)CC. The catalyst is CCO.[Pd]. The product is [NH2:6][CH2:5][C:4]1[CH:7]=[CH:8][N:9]=[C:2]([NH2:1])[CH:3]=1. The yield is 0.890.